From a dataset of Catalyst prediction with 721,799 reactions and 888 catalyst types from USPTO. Predict which catalyst facilitates the given reaction. (1) Reactant: [C:1]([C:3]1[CH:11]=[CH:10][C:6]([C:7]([OH:9])=O)=[CH:5][CH:4]=1)#[N:2].CN(C(ON1N=NC2C=CC=NC1=2)=[N+](C)C)C.F[P-](F)(F)(F)(F)F.CCN(C(C)C)C(C)C.[NH2:45][C:46]([CH3:62])([CH2:49][O:50][C:51]1[CH:52]=[CH:53][C:54]2[CH2:58][O:57][B:56]([OH:59])[C:55]=2[C:60]=1[Cl:61])[C:47]#[N:48]. Product: [Cl:61][C:60]1[C:55]2[B:56]([OH:59])[O:57][CH2:58][C:54]=2[CH:53]=[CH:52][C:51]=1[O:50][CH2:49][C:46]([NH:45][C:7](=[O:9])[C:6]1[CH:5]=[CH:4][C:3]([C:1]#[N:2])=[CH:11][CH:10]=1)([C:47]#[N:48])[CH3:62]. The catalyst class is: 3. (2) Product: [C:24]1([CH:17]([C:18]2[CH:19]=[CH:20][CH:21]=[CH:22][CH:23]=2)[C:14]2[S:13][C:12]([C:10]([NH:9][C@@H:5]([CH2:4][CH2:3][CH2:2][NH:1][C:47](=[NH:51])[C:42]3[CH:43]=[CH:44][CH:45]=[CH:46][N:41]=3)[C:6]([OH:8])=[O:7])=[O:11])=[CH:16][CH:15]=2)[CH:29]=[CH:28][CH:27]=[CH:26][CH:25]=1.[C:30]([OH:36])([C:32]([F:35])([F:34])[F:33])=[O:31]. The catalyst class is: 424. Reactant: [NH2:1][CH2:2][CH2:3][CH2:4][C@H:5]([NH:9][C:10]([C:12]1[S:13][C:14]([CH:17]([C:24]2[CH:29]=[CH:28][CH:27]=[CH:26][CH:25]=2)[C:18]2[CH:23]=[CH:22][CH:21]=[CH:20][CH:19]=2)=[CH:15][CH:16]=1)=[O:11])[C:6]([OH:8])=[O:7].[C:30]([OH:36])([C:32]([F:35])([F:34])[F:33])=[O:31].C(O)C.Cl.[N:41]1[CH:46]=[CH:45][CH:44]=[CH:43][C:42]=1[C:47](=[NH:51])OCC. (3) Reactant: [Cl:1][C:2]1[CH:3]=[C:4]([N:9]=[CH:10][C:11]2[CH:16]=[CH:15][N:14]=[C:13]([C:17]3[CH:18]=[N:19][CH:20]=[CH:21][CH:22]=3)[C:12]=2[OH:23])[CH:5]=[CH:6][C:7]=1[F:8].[Si]([C:28]#[N:29])(C)(C)C. Product: [Cl:1][C:2]1[CH:3]=[C:4]([NH:9][C:10]2[C:11]3[C:12](=[C:13]([C:17]4[CH:18]=[N:19][CH:20]=[CH:21][CH:22]=4)[N:14]=[CH:15][CH:16]=3)[O:23][C:28]=2[NH2:29])[CH:5]=[CH:6][C:7]=1[F:8]. The catalyst class is: 2. (4) Reactant: [F:1][C:2]([F:12])([F:11])[C:3](=O)[CH2:4][C:5]([O:7][CH2:8][CH3:9])=[O:6].[C:13]([C:16]1[CH:23]=[CH:22][C:19]([CH:20]=O)=[CH:18][CH:17]=1)([OH:15])=[O:14].Cl.[NH2:25][C:26]1[N:30]2[CH2:31][CH2:32][CH2:33][N:29]2[C:28](=[O:34])[CH:27]=1.CC[O-].[Na+]. Product: [CH2:8]([O:7][C:5]([C:4]1[CH:20]([C:19]2[CH:22]=[CH:23][C:16]([C:13]([OH:15])=[O:14])=[CH:17][CH:18]=2)[C:27]2[C:28](=[O:34])[N:29]3[CH2:33][CH2:32][CH2:31][N:30]3[C:26]=2[NH:25][C:3]=1[C:2]([F:12])([F:11])[F:1])=[O:6])[CH3:9]. The catalyst class is: 88. (5) Reactant: [CH:1]([N:4]([CH2:6][C:7]1[N:8]=[C:9]([NH2:12])[S:10][CH:11]=1)[CH3:5])([CH3:3])[CH3:2].[Cl:13][C:14]1[CH:15]=[C:16]([N:21]=[C:22]=[O:23])[CH:17]=[CH:18][C:19]=1[CH3:20]. Product: [Cl:13][C:14]1[CH:15]=[C:16]([NH:21][C:22]([NH:12][C:9]2[S:10][CH:11]=[C:7]([CH2:6][N:4]([CH:1]([CH3:3])[CH3:2])[CH3:5])[N:8]=2)=[O:23])[CH:17]=[CH:18][C:19]=1[CH3:20]. The catalyst class is: 4. (6) Reactant: [C:9](O[C:9]([O:11][C:12]([CH3:15])([CH3:14])[CH3:13])=[O:10])([O:11][C:12]([CH3:15])([CH3:14])[CH3:13])=[O:10].[OH:16][C@@H:17]1[CH2:21][NH:20][C@H:19]([C:22]([OH:24])=[O:23])[CH2:18]1.[OH-].[Na+].[CH2:27](Br)[CH:28]=[CH2:29]. Product: [OH:16][C@@H:17]1[CH2:21][N:20]([C:9]([O:11][C:12]([CH3:13])([CH3:14])[CH3:15])=[O:10])[C@H:19]([C:22]([O:24][CH2:29][CH:28]=[CH2:27])=[O:23])[CH2:18]1. The catalyst class is: 39. (7) Reactant: [NH:1]1[C:10]2[C:5](=[CH:6][CH:7]=[CH:8][CH:9]=2)[C:4](=[O:11])[CH2:3][CH2:2]1.[C:12](=O)([O-])[O-].[K+].[K+].CC(C)=O.IC. Product: [CH3:12][N:1]1[C:10]2[C:5](=[CH:6][CH:7]=[CH:8][CH:9]=2)[C:4](=[O:11])[CH2:3][CH2:2]1. The catalyst class is: 84. (8) Reactant: C([N-]C(C)C)(C)C.[Li+].[CH3:9][C:10]1[N:11]=[N:12][CH:13]=[CH:14][CH:15]=1.[C:16](=O)([O:20]CC)[O:17][CH2:18][CH3:19]. Product: [N:12]1[CH:13]=[CH:14][CH:15]=[C:10]([CH2:9][C:16]([O:17][CH2:18][CH3:19])=[O:20])[N:11]=1. The catalyst class is: 7.